Dataset: Forward reaction prediction with 1.9M reactions from USPTO patents (1976-2016). Task: Predict the product of the given reaction. (1) Given the reactants [OH:1][C:2]1[N:7]=[CH:6][CH:5]=[CH:4][N:3]=1.[CH3:8][O:9][C:10]1[CH:15]=[CH:14][C:13]([C:16]2[CH:21]=[CH:20][C:19]([S:22]([NH:25][CH:26]([CH2:31][CH:32]3[O:34][CH2:33]3)[C:27]([O:29]C)=[O:28])(=[O:24])=[O:23])=[CH:18][CH:17]=2)=[CH:12][CH:11]=1, predict the reaction product. The product is: [CH3:8][O:9][C:10]1[CH:11]=[CH:12][C:13]([C:16]2[CH:17]=[CH:18][C:19]([S:22]([NH:25][CH:26]([CH2:31][CH:32]([OH:34])[CH2:33][O:1][C:2]3[N:7]=[CH:6][CH:5]=[CH:4][N:3]=3)[C:27]([OH:29])=[O:28])(=[O:23])=[O:24])=[CH:20][CH:21]=2)=[CH:14][CH:15]=1. (2) Given the reactants [Br:1][C:2]1[CH:3]=[C:4]([CH:8]([C:19]2[CH:24]=[CH:23][CH:22]=[CH:21][C:20]=2[CH3:25])[CH2:9][C:10]([C:12]2[CH:13]=[N:14][CH:15]=[C:16]([Br:18])[CH:17]=2)=O)[CH:5]=[CH:6][CH:7]=1.Cl.[NH2:27][OH:28].C([O-])(O)=O.[Na+], predict the reaction product. The product is: [Br:1][C:2]1[CH:3]=[C:4]([CH:8]([C:19]2[CH:24]=[CH:23][CH:22]=[CH:21][C:20]=2[CH3:25])[CH2:9]/[C:10](/[C:12]2[CH:13]=[N:14][CH:15]=[C:16]([Br:18])[CH:17]=2)=[N:27]\[OH:28])[CH:5]=[CH:6][CH:7]=1.